Predict the product of the given reaction. From a dataset of Forward reaction prediction with 1.9M reactions from USPTO patents (1976-2016). (1) Given the reactants [O:1]=[C:2]([CH2:8]OCC#C)[CH2:3][C:4]([O:6][CH3:7])=[O:5].[C:13]1(C2C=CC(C=O)=CC=2)C=CC=CC=1.CC1(C)CC(=O)CC(=O)C1.C([O-])(=O)C.[NH4+].II, predict the reaction product. The product is: [O:1]=[C:2]([CH2:8][CH3:13])[CH2:3][C:4]([O:6][CH3:7])=[O:5]. (2) Given the reactants Cl[CH2:2][CH2:3][CH2:4]/[C:5](=[N:13]\[S@:14]([C:16]([CH3:19])([CH3:18])[CH3:17])=[O:15])/[C:6]1[CH:11]=[CH:10][C:9]([F:12])=[CH:8][CH:7]=1, predict the reaction product. The product is: [CH3:17][C:16]([S@@:14]([N:13]1[CH2:2][CH2:3][CH2:4][C@@H:5]1[C:6]1[CH:11]=[CH:10][C:9]([F:12])=[CH:8][CH:7]=1)=[O:15])([CH3:19])[CH3:18].